From a dataset of Peptide-MHC class I binding affinity with 185,985 pairs from IEDB/IMGT. Regression. Given a peptide amino acid sequence and an MHC pseudo amino acid sequence, predict their binding affinity value. This is MHC class I binding data. (1) The peptide sequence is SRWRIRSGL. The MHC is HLA-C04:01 with pseudo-sequence HLA-C04:01. The binding affinity (normalized) is 0.213. (2) The peptide sequence is QTHFPQFYW. The MHC is HLA-B15:01 with pseudo-sequence HLA-B15:01. The binding affinity (normalized) is 0.0172. (3) The peptide sequence is FPYSTFPII. The MHC is HLA-B27:05 with pseudo-sequence HLA-B27:05. The binding affinity (normalized) is 0. (4) The MHC is HLA-B27:05 with pseudo-sequence HLA-B27:05. The peptide sequence is WQQLLALAD. The binding affinity (normalized) is 0.370. (5) The peptide sequence is LVTARQKLK. The MHC is HLA-A26:01 with pseudo-sequence HLA-A26:01. The binding affinity (normalized) is 0.0847. (6) The peptide sequence is SQYDPKELL. The MHC is HLA-B07:02 with pseudo-sequence HLA-B07:02. The binding affinity (normalized) is 0.213. (7) The peptide sequence is SRDSRGKPGY. The MHC is HLA-A01:01 with pseudo-sequence HLA-A01:01. The binding affinity (normalized) is 0.0847. (8) The peptide sequence is THLEVCFMY. The MHC is HLA-A30:01 with pseudo-sequence HLA-A30:01. The binding affinity (normalized) is 0.0847.